From a dataset of Peptide-MHC class II binding affinity with 134,281 pairs from IEDB. Regression. Given a peptide amino acid sequence and an MHC pseudo amino acid sequence, predict their binding affinity value. This is MHC class II binding data. (1) The peptide sequence is PPHAATIRVLALGNQ. The MHC is DRB1_1301 with pseudo-sequence DRB1_1301. The binding affinity (normalized) is 0.346. (2) The peptide sequence is TPVNIIGRNLLTQIG. The MHC is DRB1_0701 with pseudo-sequence DRB1_0701. The binding affinity (normalized) is 0.177. (3) The peptide sequence is KGNKTCGFVDERGLY. The MHC is HLA-DQA10501-DQB10201 with pseudo-sequence HLA-DQA10501-DQB10201. The binding affinity (normalized) is 0.0150. (4) The peptide sequence is CISMIGLCACVVDVW. The MHC is DRB1_1302 with pseudo-sequence DRB1_1302. The binding affinity (normalized) is 0.214. (5) The peptide sequence is EKKEFAATQFEPLAA. The MHC is HLA-DQA10501-DQB10301 with pseudo-sequence HLA-DQA10501-DQB10301. The binding affinity (normalized) is 0.148. (6) The peptide sequence is YDKFLANVQTVLTGK. The MHC is DRB1_0701 with pseudo-sequence DRB1_0701. The binding affinity (normalized) is 0.831.